The task is: Predict the product of the given reaction.. This data is from Forward reaction prediction with 1.9M reactions from USPTO patents (1976-2016). (1) Given the reactants [F:1][C:2]([F:23])([F:22])[C:3]1[CH:4]=[C:5]([CH:19]=[CH:20][CH:21]=1)[C:6]([NH:8][C:9]1[CH:10]=[C:11]([CH:16]=[CH:17][CH:18]=1)[C:12]([NH:14][NH2:15])=[O:13])=[O:7].[Cl:24][C:25]1[CH:30]=[CH:29][CH:28]=[CH:27][C:26]=1[N:31]=[C:32]=[S:33], predict the reaction product. The product is: [Cl:24][C:25]1[CH:30]=[CH:29][CH:28]=[CH:27][C:26]=1[NH:31][C:32](=[S:33])[NH:15][NH:14][C:12](=[O:13])[C:11]1[CH:16]=[CH:17][CH:18]=[C:9]([NH:8][C:6](=[O:7])[C:5]2[CH:19]=[CH:20][CH:21]=[C:3]([C:2]([F:22])([F:23])[F:1])[CH:4]=2)[CH:10]=1. (2) Given the reactants Cl.[NH2:2][CH2:3][CH2:4][C@H:5]1[CH2:10][CH2:9][C@H:8]([CH2:11][OH:12])[CH2:7][CH2:6]1.CCN(CC)CC.[C:20]([O:24][C:25](O[C:25]([O:24][C:20]([CH3:23])([CH3:22])[CH3:21])=[O:26])=[O:26])([CH3:23])([CH3:22])[CH3:21], predict the reaction product. The product is: [C:20]([O:24][C:25](=[O:26])[NH:2][CH2:3][CH2:4][C@H:5]1[CH2:10][CH2:9][C@H:8]([CH2:11][OH:12])[CH2:7][CH2:6]1)([CH3:23])([CH3:22])[CH3:21]. (3) Given the reactants [CH:1]([C:4]1[CH:9]=[C:8]([CH:10]([CH3:12])[CH3:11])[CH:7]=[C:6]([CH:13]([CH3:15])[CH3:14])[C:5]=1[S:16](Cl)(=[O:18])=[O:17])([CH3:3])[CH3:2].[NH:20]1[C:28]2[C:23](=[CH:24][CH:25]=[CH:26][CH:27]=2)[CH:22]=[CH:21]1, predict the reaction product. The product is: [CH:1]([C:4]1[CH:9]=[C:8]([CH:10]([CH3:12])[CH3:11])[CH:7]=[C:6]([CH:13]([CH3:15])[CH3:14])[C:5]=1[S:16]([N:20]1[C:28]2[C:23](=[CH:24][CH:25]=[CH:26][CH:27]=2)[CH:22]=[CH:21]1)(=[O:18])=[O:17])([CH3:3])[CH3:2].